This data is from Forward reaction prediction with 1.9M reactions from USPTO patents (1976-2016). The task is: Predict the product of the given reaction. Given the reactants Cl.[C:2]1([N:8]([CH2:32][CH2:33][C:34]([O:36]CC)=[O:35])[C:9]([C:11]2[CH:31]=[CH:30][C:14]3[N:15]([CH3:29])[C:16]([CH2:18][NH:19][C:20]4[CH:25]=[CH:24][C:23]([C:26](=[NH:28])[NH2:27])=[CH:22][CH:21]=4)=[N:17][C:13]=3[CH:12]=2)=[O:10])[CH:7]=[CH:6][CH:5]=[CH:4][CH:3]=1.C(O)C.[OH-].[Na+].C(O)(=O)C, predict the reaction product. The product is: [C:2]1([N:8]([CH2:32][CH2:33][C:34]([OH:36])=[O:35])[C:9]([C:11]2[CH:31]=[CH:30][C:14]3[N:15]([CH3:29])[C:16]([CH2:18][NH:19][C:20]4[CH:25]=[CH:24][C:23]([C:26](=[NH:27])[NH2:28])=[CH:22][CH:21]=4)=[N:17][C:13]=3[CH:12]=2)=[O:10])[CH:3]=[CH:4][CH:5]=[CH:6][CH:7]=1.